From a dataset of Full USPTO retrosynthesis dataset with 1.9M reactions from patents (1976-2016). Predict the reactants needed to synthesize the given product. Given the product [CH3:1][C:2]1[CH:3]=[CH:4][C:5]([C:8]2[CH:9]=[C:10]([CH:14]=[C:15]([O:17][C:18]3[S:19][CH:20]=[CH:21][N:22]=3)[CH:16]=2)[C:11]([NH:32][C@@H:30]([C:27]2[CH:26]=[N:25][C:24]([CH3:23])=[N:29][CH:28]=2)[CH3:31])=[O:13])=[N:6][CH:7]=1, predict the reactants needed to synthesize it. The reactants are: [CH3:1][C:2]1[CH:3]=[CH:4][C:5]([C:8]2[CH:9]=[C:10]([CH:14]=[C:15]([O:17][C:18]3[S:19][CH:20]=[CH:21][N:22]=3)[CH:16]=2)[C:11]([OH:13])=O)=[N:6][CH:7]=1.[CH3:23][C:24]1[N:29]=[CH:28][C:27]([C@H:30]([NH2:32])[CH3:31])=[CH:26][N:25]=1.F[P-](F)(F)(F)(F)F.C[N+](C)=C(N(C)C)ON1C2N=CC=CC=2N=N1.C(N(CC)C(C)C)(C)C.